The task is: Predict the reaction yield, written as a fraction of the theoretical maximum amount of product (1.0 means a 100% yield; for example, 0.34 means a 34% yield).. This data is from Reaction yield outcomes from USPTO patents with 853,638 reactions. (1) The catalyst is CCOC(C)=O.O.CO. The product is [Cl:13][C:12]1[C:7]([C:6]([OH:15])=[O:5])=[CH:8][N:9]=[C:10]([Cl:14])[CH:11]=1. The reactants are [OH-].[Na+].C([O:5][C:6](=[O:15])[C:7]1[C:12]([Cl:13])=[CH:11][C:10]([Cl:14])=[N:9][CH:8]=1)C.C1COCC1.Cl. The yield is 0.960. (2) The catalyst is COC(O)C.Cl. The yield is 0.280. The product is [CH3:4][C:2]([C:5]1[CH:6]=[CH:7][C:8]([CH2:11][N:12]2[C:17](=[O:18])[C:16]([C:42]([NH:38][CH2:49][C:50]([OH:52])=[O:51])=[O:59])=[C:15]([OH:19])[N:14]=[C:13]2[NH:20][C:21]2[CH:22]=[CH:23][CH:24]=[CH:25][CH:26]=2)=[CH:9][CH:10]=1)([CH3:1])[CH3:3]. The reactants are [CH3:1][C:2]([C:5]1[CH:10]=[CH:9][C:8]([CH2:11][N:12]2[C:17](=[O:18])[CH2:16][C:15](=[O:19])[N:14]=[C:13]2[NH:20][C:21]2[CH:26]=[CH:25][CH:24]=[CH:23][CH:22]=2)=[CH:7][CH:6]=1)([CH3:4])[CH3:3].CC(C1C=CC(C[N:38]([C:42]2C=CC=CC=2)C(N)=N)=CC=1)(C)C.C(OCC)(=O)[CH2:49][C:50]([O:52]CC)=[O:51].[O-:59]CC.[Na+]. (3) The reactants are [C:1]1([C:7]2[C:16]3[C:11](=[CH:12][CH:13]=[CH:14][CH:15]=3)[N:10]=[C:9]([NH:17][CH:18]3[CH2:23][CH2:22][NH:21][CH2:20][CH2:19]3)[N:8]=2)[CH:6]=[CH:5][CH:4]=[CH:3][CH:2]=1.[CH:24]1([C:30](O)=[O:31])[CH2:29][CH2:28][CH2:27][CH2:26][CH2:25]1.C(N(CC)CC)C.F[P-](F)(F)(F)(F)F.N1(OOC(N(C)C)=[N+](C)C)C2N=CC=CC=2N=N1.[Cl-].[Li+]. The catalyst is CN(C)C=O. The product is [CH:24]1([C:30]([N:21]2[CH2:22][CH2:23][CH:18]([NH:17][C:9]3[N:8]=[C:7]([C:1]4[CH:6]=[CH:5][CH:4]=[CH:3][CH:2]=4)[C:16]4[C:11](=[CH:12][CH:13]=[CH:14][CH:15]=4)[N:10]=3)[CH2:19][CH2:20]2)=[O:31])[CH2:29][CH2:28][CH2:27][CH2:26][CH2:25]1. The yield is 0.770. (4) The reactants are [N+:1]([C:4]1[CH:5]=[C:6]([CH:10]=[CH:11][CH:12]=1)[C:7](Cl)=[O:8])([O-:3])=[O:2].[NH2:13][C:14]1[CH:15]=[N:16][CH:17]=[CH:18][C:19]=1[OH:20].C([O-])([O-])=O.[Na+].[Na+]. The catalyst is N1C=CC=CC=1. The product is [OH:20][C:19]1[CH:18]=[CH:17][N:16]=[CH:15][C:14]=1[NH:13][C:7](=[O:8])[C:6]1[CH:10]=[CH:11][CH:12]=[C:4]([N+:1]([O-:3])=[O:2])[CH:5]=1. The yield is 0.660.